This data is from Peptide-MHC class II binding affinity with 134,281 pairs from IEDB. The task is: Regression. Given a peptide amino acid sequence and an MHC pseudo amino acid sequence, predict their binding affinity value. This is MHC class II binding data. (1) The peptide sequence is YEGLSYRSLQPEEFA. The MHC is HLA-DQA10101-DQB10501 with pseudo-sequence HLA-DQA10101-DQB10501. The binding affinity (normalized) is 0.120. (2) The peptide sequence is LDGNLLSSNDLAKYK. The MHC is DRB4_0101 with pseudo-sequence DRB4_0103. The binding affinity (normalized) is 0.396. (3) The peptide sequence is EKKYFAATIFEPLAA. The MHC is HLA-DPA10201-DPB10101 with pseudo-sequence HLA-DPA10201-DPB10101. The binding affinity (normalized) is 0.949. (4) The peptide sequence is EKKYFAATQFENLAA. The MHC is DRB1_1001 with pseudo-sequence DRB1_1001. The binding affinity (normalized) is 0.870.